This data is from Peptide-MHC class I binding affinity with 185,985 pairs from IEDB/IMGT. The task is: Regression. Given a peptide amino acid sequence and an MHC pseudo amino acid sequence, predict their binding affinity value. This is MHC class I binding data. (1) The peptide sequence is VVFSTSDGK. The MHC is HLA-A02:01 with pseudo-sequence HLA-A02:01. The binding affinity (normalized) is 0. (2) The peptide sequence is DTAVYYCAR. The MHC is HLA-A68:01 with pseudo-sequence HLA-A68:01. The binding affinity (normalized) is 0.926. (3) The peptide sequence is SRARIKTRL. The MHC is HLA-B40:01 with pseudo-sequence HLA-B40:01. The binding affinity (normalized) is 0.0847. (4) The peptide sequence is RAMKALSSI. The MHC is HLA-C05:01 with pseudo-sequence HLA-C05:01. The binding affinity (normalized) is 0.0847. (5) The peptide sequence is VMETENALF. The MHC is HLA-B27:05 with pseudo-sequence HLA-B27:05. The binding affinity (normalized) is 0.0847. (6) The peptide sequence is APVSAMVRM. The MHC is HLA-B53:01 with pseudo-sequence HLA-B53:01. The binding affinity (normalized) is 0.388. (7) The peptide sequence is RNEFSNVEY. The binding affinity (normalized) is 0. The MHC is HLA-A01:01 with pseudo-sequence HLA-A01:01. (8) The peptide sequence is LATAGSAMG. The MHC is Mamu-A2601 with pseudo-sequence Mamu-A2601. The binding affinity (normalized) is 0. (9) The peptide sequence is QYIHCFRKPH. The MHC is HLA-A68:01 with pseudo-sequence HLA-A68:01. The binding affinity (normalized) is 0.